From a dataset of Forward reaction prediction with 1.9M reactions from USPTO patents (1976-2016). Predict the product of the given reaction. Given the reactants [NH2:1][CH2:2][CH2:3][CH:4]([C:6]1[CH:11]=[CH:10][CH:9]=[C:8]([Br:12])[CH:7]=1)[OH:5].[F:13][C:14]([F:21])([F:20])[C:15](OCC)=[O:16], predict the reaction product. The product is: [Br:12][C:8]1[CH:7]=[C:6]([CH:4]([OH:5])[CH2:3][CH2:2][NH:1][C:15](=[O:16])[C:14]([F:21])([F:20])[F:13])[CH:11]=[CH:10][CH:9]=1.